This data is from Catalyst prediction with 721,799 reactions and 888 catalyst types from USPTO. The task is: Predict which catalyst facilitates the given reaction. (1) Product: [CH3:1][O:2][C:3]1[C:11]([C:12]([N:23]2[CH2:22][CH2:15][CH2:25][CH2:24]2)=[O:14])=[CH:10][CH:9]=[C:8]2[C:4]=1[CH2:5][CH2:6][CH2:7]2. Reactant: [CH3:1][O:2][C:3]1[C:11]([C:12]([OH:14])=O)=[CH:10][CH:9]=[C:8]2[C:4]=1[CH2:5][CH2:6][CH2:7]2.[C:15]([C:22]1[NH:23][CH:24]=[CH:25]N=1)(C1NC=CN=1)=O.N1CCCC1.O. The catalyst class is: 7. (2) Reactant: [C:1]([C:5]1[CH:10]=[CH:9][C:8]([N:11]=[C:12]=[O:13])=[CH:7][CH:6]=1)([CH3:4])([CH3:3])[CH3:2].[CH3:14][CH:15]1[CH2:30][NH:29][CH2:28][CH2:27][C:16]21[O:20][N:19]=[C:18]([C:21]1[CH:26]=[CH:25][CH:24]=[CH:23][CH:22]=1)[CH2:17]2.Cl. Product: [C:1]([C:5]1[CH:10]=[CH:9][C:8]([NH:11][C:12]([N:29]2[CH2:28][CH2:27][C:16]3([O:20][N:19]=[C:18]([C:21]4[CH:22]=[CH:23][CH:24]=[CH:25][CH:26]=4)[CH2:17]3)[CH:15]([CH3:14])[CH2:30]2)=[O:13])=[CH:7][CH:6]=1)([CH3:4])([CH3:2])[CH3:3]. The catalyst class is: 1. (3) Reactant: [CH:1]([C:3]1[C:12]2[C:11](=[O:13])[O:10][C:9](C)(C)[O:8][C:7]=2[CH:6]=[CH:5][CH:4]=1)=[CH2:2].C[O-].[Na+].CO. Product: [CH:1]([C:3]1[CH:4]=[CH:5][CH:6]=[C:7]([OH:8])[C:12]=1[C:11]([O:10][CH3:9])=[O:13])=[CH2:2]. The catalyst class is: 33. (4) Reactant: C[O:2][C:3](=[O:39])[CH2:4][C@H:5]([C:8]1[CH:13]=[CH:12][C:11]([CH2:14][N:15]2[C:20](=[O:21])[C:19]([C:22]3[CH:27]=[CH:26][C:25]([NH:28][C:29]([NH:31][C:32]4[CH:37]=[CH:36][CH:35]=[CH:34][C:33]=4[CH3:38])=[O:30])=[CH:24][CH:23]=3)=[CH:18][CH:17]=[N:16]2)=[CH:10][CH:9]=1)[CH2:6][CH3:7].[OH-].[Li+].C(O)(=O)CC(CC(O)=O)(C(O)=O)O.[OH-].[Na+:56]. Product: [Na+:56].[O:21]=[C:20]1[N:15]([CH2:14][C:11]2[CH:12]=[CH:13][C:8]([C@H:5]([CH2:6][CH3:7])[CH2:4][C:3]([O-:39])=[O:2])=[CH:9][CH:10]=2)[N:16]=[CH:17][CH:18]=[C:19]1[C:22]1[CH:23]=[CH:24][C:25]([NH:28][C:29]([NH:31][C:32]2[CH:37]=[CH:36][CH:35]=[CH:34][C:33]=2[CH3:38])=[O:30])=[CH:26][CH:27]=1. The catalyst class is: 7. (5) Reactant: C(=O)(O)[O-].[K+].Cl.[C:7](=[NH:10])([NH2:9])[CH3:8].Br[CH2:12][C:13]([C:15]1[CH:20]=[CH:19][C:18]([CH3:21])=[C:17]([Br:22])[CH:16]=1)=O. Product: [Br:22][C:17]1[CH:16]=[C:15]([C:13]2[NH:9][C:7]([CH3:8])=[N:10][CH:12]=2)[CH:20]=[CH:19][C:18]=1[CH3:21]. The catalyst class is: 30. (6) Reactant: [NH:1]([C:3]1[S:7][N:6]=[C:5]([CH3:8])[CH:4]=1)[NH2:2].S(=O)(=O)(O)O.[Cl:14][C:15]1[CH:20]=[CH:19][C:18]([C:21]([CH:23]([C:29](=O)[CH3:30])[CH2:24][C:25]([O:27][CH3:28])=[O:26])=O)=[CH:17][CH:16]=1.O. The catalyst class is: 5. Product: [CH3:28][O:27][C:25](=[O:26])[CH2:24][C:23]1[C:29]([CH3:30])=[N:2][N:1]([C:3]2[S:7][N:6]=[C:5]([CH3:8])[CH:4]=2)[C:21]=1[C:18]1[CH:17]=[CH:16][C:15]([Cl:14])=[CH:20][CH:19]=1. (7) Reactant: [S:2]([CH2:3][CH2:4][C:5]([NH:7][C:8]1[CH:13]=[CH:12][C:11]([C:14]#[N:15])=[C:10]([C:16]([F:17])([F:18])[F:19])[CH:9]=1)=[O:6])[S:2][CH2:3][CH2:4][C:5]([NH:7][C:8]1[CH:13]=[CH:12][C:11]([C:14]#[N:15])=[C:10]([C:16]([F:19])([F:18])[F:17])[CH:9]=1)=[O:6].S(Cl)(Cl)(=O)=O. Product: [O:6]=[C:5]1[CH:4]=[CH:3][S:2][N:7]1[C:8]1[CH:13]=[CH:12][C:11]([C:14]#[N:15])=[C:10]([C:16]([F:19])([F:18])[F:17])[CH:9]=1. The catalyst class is: 11.